The task is: Regression. Given two drug SMILES strings and cell line genomic features, predict the synergy score measuring deviation from expected non-interaction effect.. This data is from NCI-60 drug combinations with 297,098 pairs across 59 cell lines. (1) Synergy scores: CSS=28.7, Synergy_ZIP=0.228, Synergy_Bliss=-0.188, Synergy_Loewe=-0.969, Synergy_HSA=-1.05. Cell line: DU-145. Drug 1: CC(C)(C#N)C1=CC(=CC(=C1)CN2C=NC=N2)C(C)(C)C#N. Drug 2: CN(CCCl)CCCl.Cl. (2) Drug 1: C1CC(=O)NC(=O)C1N2CC3=C(C2=O)C=CC=C3N. Drug 2: COC1=C2C(=CC3=C1OC=C3)C=CC(=O)O2. Cell line: TK-10. Synergy scores: CSS=4.31, Synergy_ZIP=-1.46, Synergy_Bliss=0.456, Synergy_Loewe=0.385, Synergy_HSA=0.913. (3) Drug 1: CC1CCC2CC(C(=CC=CC=CC(CC(C(=O)C(C(C(=CC(C(=O)CC(OC(=O)C3CCCCN3C(=O)C(=O)C1(O2)O)C(C)CC4CCC(C(C4)OC)OCCO)C)C)O)OC)C)C)C)OC. Drug 2: C(CCl)NC(=O)N(CCCl)N=O. Cell line: PC-3. Synergy scores: CSS=13.7, Synergy_ZIP=-0.440, Synergy_Bliss=3.00, Synergy_Loewe=6.85, Synergy_HSA=4.91.